This data is from Full USPTO retrosynthesis dataset with 1.9M reactions from patents (1976-2016). The task is: Predict the reactants needed to synthesize the given product. (1) Given the product [CH3:3][S:4][C:5]1[CH:10]=[CH:9][CH:8]=[CH:7][C:6]=1[C:11]1[N:15]([S:39]([C:35]2[CH:34]=[N:33][CH:38]=[CH:37][CH:36]=2)(=[O:41])=[O:40])[CH:14]=[C:13]([CH:16]=[O:17])[CH:12]=1, predict the reactants needed to synthesize it. The reactants are: [H-].[Na+].[CH3:3][S:4][C:5]1[CH:10]=[CH:9][CH:8]=[CH:7][C:6]=1[C:11]1[NH:15][CH:14]=[C:13]([CH:16]=[O:17])[CH:12]=1.C1OCCOCCOCCOCCOC1.[N:33]1[CH:38]=[CH:37][CH:36]=[C:35]([S:39](Cl)(=[O:41])=[O:40])[CH:34]=1. (2) The reactants are: [CH3:1][O:2][C:3]1[CH:4]=[C:5]([C:12]2[NH:13][C:14]([CH2:17][C:18]([O:20]CC)=[O:19])=[N:15][N:16]=2)[CH:6]=[CH:7][C:8]=1[N+:9]([O-:11])=[O:10].[OH-].[Na+]. Given the product [CH3:1][O:2][C:3]1[CH:4]=[C:5]([C:12]2[NH:13][C:14]([CH2:17][C:18]([OH:20])=[O:19])=[N:15][N:16]=2)[CH:6]=[CH:7][C:8]=1[N+:9]([O-:11])=[O:10], predict the reactants needed to synthesize it.